Dataset: NCI-60 drug combinations with 297,098 pairs across 59 cell lines. Task: Regression. Given two drug SMILES strings and cell line genomic features, predict the synergy score measuring deviation from expected non-interaction effect. Drug 1: CC12CCC3C(C1CCC2O)C(CC4=C3C=CC(=C4)O)CCCCCCCCCS(=O)CCCC(C(F)(F)F)(F)F. Drug 2: C1CCC(C(C1)N)N.C(=O)(C(=O)[O-])[O-].[Pt+4]. Cell line: HS 578T. Synergy scores: CSS=10.1, Synergy_ZIP=-4.67, Synergy_Bliss=-3.30, Synergy_Loewe=-2.88, Synergy_HSA=-0.690.